From a dataset of Full USPTO retrosynthesis dataset with 1.9M reactions from patents (1976-2016). Predict the reactants needed to synthesize the given product. (1) Given the product [CH:1]1([CH2:5][N:6]([CH2:31][CH2:30][CH2:29][C:23]2[C:22]3[C:26](=[CH:27][CH:28]=[C:20]([F:19])[CH:21]=3)[NH:25][CH:24]=2)[CH:7]2[CH2:16][C:15]3[C:10](=[CH:11][CH:12]=[CH:13][C:14]=3[O:17][CH3:18])[O:9][CH2:8]2)[CH2:2][CH2:3][CH2:4]1, predict the reactants needed to synthesize it. The reactants are: [CH:1]1([CH2:5][NH:6][CH:7]2[CH2:16][C:15]3[C:10](=[CH:11][CH:12]=[CH:13][C:14]=3[O:17][CH3:18])[O:9][CH2:8]2)[CH2:4][CH2:3][CH2:2]1.[F:19][C:20]1[CH:21]=[C:22]2[C:26](=[CH:27][CH:28]=1)[NH:25][CH:24]=[C:23]2[CH2:29][CH2:30][CH:31]=O.C(O)(=O)C.C([BH3-])#N.[Na+]. (2) Given the product [ClH:1].[ClH:1].[NH:14]1[CH2:15][CH2:16][CH:11]([O:10][C:7]2[N:8]=[CH:9][C:4]([C:2]#[N:3])=[CH:5][CH:6]=2)[CH2:12][CH2:13]1, predict the reactants needed to synthesize it. The reactants are: [ClH:1].[C:2]([C:4]1[CH:5]=[CH:6][C:7]([O:10][CH:11]2[CH2:16][CH2:15][N:14](C(OC(C)(C)C)=O)[CH2:13][CH2:12]2)=[N:8][CH:9]=1)#[N:3].